This data is from Catalyst prediction with 721,799 reactions and 888 catalyst types from USPTO. The task is: Predict which catalyst facilitates the given reaction. (1) Reactant: [Cl:1][C:2]1[CH:7]=[CH:6][CH:5]=[CH:4][C:3]=1[S:8]([N:11]1[CH2:33][CH2:32][C:14]2([C:18](=[O:19])[N:17]([C:20]3[CH:25]=[CH:24][C:23]([CH2:26][C:27]4NN=[N:29][N:28]=4)=[CH:22][CH:21]=3)[CH2:16][CH2:15]2)[CH2:13][CH2:12]1)(=[O:10])=[O:9].[C:34](OC(=O)C)(=[O:36])[CH3:35]. Product: [Cl:1][C:2]1[CH:7]=[CH:6][CH:5]=[CH:4][C:3]=1[S:8]([N:11]1[CH2:33][CH2:32][C:14]2([C:18](=[O:19])[N:17]([C:20]3[CH:25]=[CH:24][C:23]([CH2:26][C:27]4[O:36][C:34]([CH3:35])=[N:29][N:28]=4)=[CH:22][CH:21]=3)[CH2:16][CH2:15]2)[CH2:13][CH2:12]1)(=[O:9])=[O:10]. The catalyst class is: 2. (2) Reactant: [I:1][C:2]1[CH:3]=[C:4]2[C:9](=[CH:10][CH:11]=1)[N:8]=[N:7][CH:6]=[C:5]2[OH:12].Br[CH2:14][C:15]1[CH:20]=[CH:19][CH:18]=[CH:17][CH:16]=1.C([O-])([O-])=O.[Cs+].[Cs+]. Product: [CH2:14]([O:12][C:5]1[C:4]2[C:9](=[CH:10][CH:11]=[C:2]([I:1])[CH:3]=2)[N:8]=[N:7][CH:6]=1)[C:15]1[CH:20]=[CH:19][CH:18]=[CH:17][CH:16]=1. The catalyst class is: 9. (3) Reactant: [Cl:1]N1C(=O)CCC1=O.[O:9]([CH2:16][C:17]1[CH:26]=[C:20]2[C:21](=[O:25])[NH:22][CH2:23][CH2:24][N:19]2[N:18]=1)[C:10]1[CH:15]=[CH:14][CH:13]=[CH:12][CH:11]=1. Product: [Cl:1][C:13]1[CH:12]=[CH:11][C:10]([O:9][CH2:16][C:17]2[CH:26]=[C:20]3[C:21](=[O:25])[NH:22][CH2:23][CH2:24][N:19]3[N:18]=2)=[CH:15][CH:14]=1. The catalyst class is: 22. (4) Reactant: [F:1][C:2]1[CH:3]=[C:4]([N+:29]([O-])=O)[C:5]([C:12](=[O:28])/[C:13](/[C:22]2[N:26]([CH3:27])[N:25]=[CH:24][N:23]=2)=[CH:14]/[C:15]2[CH:20]=[CH:19][C:18]([F:21])=[CH:17][CH:16]=2)=[C:6]([CH:11]=1)[C:7]([O:9][CH3:10])=[O:8].Cl. Product: [F:1][C:2]1[CH:11]=[C:6]([C:7]([O:9][CH3:10])=[O:8])[C:5]2[C:12](=[O:28])[CH:13]([C:22]3[N:26]([CH3:27])[N:25]=[CH:24][N:23]=3)[CH:14]([C:15]3[CH:20]=[CH:19][C:18]([F:21])=[CH:17][CH:16]=3)[NH:29][C:4]=2[CH:3]=1. The catalyst class is: 415. (5) Reactant: [P:1]([Cl:5])(Cl)([Cl:3])=[O:2].N1C(C)=CC=CC=1C.[N:14]1([CH:19]2[CH2:24][CH2:23][NH:22][CH2:21][CH2:20]2)[CH2:18][CH2:17][CH2:16][CH2:15]1. Product: [ClH:3].[N:14]1([CH:19]2[CH2:24][CH2:23][N:22]([P:1]([Cl:5])([Cl:3])=[O:2])[CH2:21][CH2:20]2)[CH2:18][CH2:17][CH2:16][CH2:15]1. The catalyst class is: 2. (6) Reactant: [Br:1][C:2]1[CH:7]=[CH:6][CH:5]=[C:4]([CH2:8]Br)[CH:3]=1.[C:10]1([P:16]([C:23]2[CH:28]=[CH:27][CH:26]=[CH:25][CH:24]=2)[C:17]2[CH:22]=[CH:21][CH:20]=[CH:19][CH:18]=2)[CH:15]=[CH:14][CH:13]=[CH:12][CH:11]=1. Product: [Br-:1].[Br:1][C:2]1[CH:3]=[C:4]([CH2:8][P+:16]([C:17]2[CH:18]=[CH:19][CH:20]=[CH:21][CH:22]=2)([C:23]2[CH:28]=[CH:27][CH:26]=[CH:25][CH:24]=2)[C:10]2[CH:11]=[CH:12][CH:13]=[CH:14][CH:15]=2)[CH:5]=[CH:6][CH:7]=1. The catalyst class is: 11.